From a dataset of Full USPTO retrosynthesis dataset with 1.9M reactions from patents (1976-2016). Predict the reactants needed to synthesize the given product. (1) Given the product [I:10][C:4]1[N:3]=[C:2]([C:12]#[N:13])[C:7]([O:8][CH3:9])=[CH:6][CH:5]=1, predict the reactants needed to synthesize it. The reactants are: Br[C:2]1[C:7]([O:8][CH3:9])=[CH:6][CH:5]=[C:4]([I:10])[N:3]=1.[Cu](C#N)[C:12]#[N:13]. (2) Given the product [C:1]([O:5][C:6]([N:8]1[CH2:13][CH2:12][C:11]2[NH:14][N:15]=[C:16]([C:17](=[O:19])[N:22]([N:21]([CH3:24])[CH3:20])[CH3:23])[C:10]=2[CH2:9]1)=[O:7])([CH3:2])([CH3:3])[CH3:4], predict the reactants needed to synthesize it. The reactants are: [C:1]([O:5][C:6]([N:8]1[CH2:13][CH2:12][C:11]2[NH:14][N:15]=[C:16]([C:17]([OH:19])=O)[C:10]=2[CH2:9]1)=[O:7])([CH3:4])([CH3:3])[CH3:2].[CH3:20][N:21]([CH3:24])[NH:22][CH3:23].C(P1(=O)OP(CCC)(=O)OP(CCC)(=O)O1)CC.